From a dataset of Retrosynthesis with 50K atom-mapped reactions and 10 reaction types from USPTO. Predict the reactants needed to synthesize the given product. (1) Given the product Cc1ccc(Cl)cc1-c1cn(-c2ncnn3cccc23)cc1C#N, predict the reactants needed to synthesize it. The reactants are: Cc1ccc(Cl)cc1-c1c[nH]cc1C#N.Clc1ncnn2cccc12. (2) Given the product COC(OC)c1ccc(C=O)nc1, predict the reactants needed to synthesize it. The reactants are: CN(C)C=O.COC(OC)c1ccc(Br)nc1.